Task: Binary Classification. Given a drug SMILES string, predict its activity (active/inactive) in a high-throughput screening assay against a specified biological target.. Dataset: KCNQ2 potassium channel screen with 302,405 compounds The result is 0 (inactive). The compound is S(c1n(CCC(O)=O)c(=O)c2sccc2n1)CC(=O)Nc1ccc(C(C)C)cc1.